Predict the product of the given reaction. From a dataset of Forward reaction prediction with 1.9M reactions from USPTO patents (1976-2016). Given the reactants [Br:1][C:2]1[CH:3]=[N:4][CH:5]=[C:6]2[C:11]=1[N:10]=[C:9]([C:12]([OH:14])=O)[CH:8]=[CH:7]2.[NH2:15][CH:16]([CH3:21])[C:17]([CH3:20])([OH:19])[CH3:18], predict the reaction product. The product is: [Br:1][C:2]1[CH:3]=[N:4][CH:5]=[C:6]2[C:11]=1[N:10]=[C:9]([C:12]([NH:15][CH:16]([C:17]([OH:19])([CH3:20])[CH3:18])[CH3:21])=[O:14])[CH:8]=[CH:7]2.